From a dataset of Forward reaction prediction with 1.9M reactions from USPTO patents (1976-2016). Predict the product of the given reaction. (1) Given the reactants [OH:1][C:2]([C:5]1[C:13]2[C:8](=[CH:9][C:10]([C:14](O)=[O:15])=[CH:11][CH:12]=2)[N:7]([C:17]2[CH:21]=[CH:20][S:19][CH:18]=2)[N:6]=1)([CH3:4])[CH3:3].Cl.Cl.[CH3:24][C:25]1[N:29]=[C:28]([C@H:30]([NH2:32])[CH3:31])[O:27][N:26]=1.Cl.CN(C)CCCN=C=NCC.ON1C2N=CC=CC=2N=N1.CN1CCOCC1, predict the reaction product. The product is: [OH:1][C:2]([C:5]1[C:13]2[C:8](=[CH:9][C:10]([C:14]([NH:32][C@@H:30]([C:28]3[O:27][N:26]=[C:25]([CH3:24])[N:29]=3)[CH3:31])=[O:15])=[CH:11][CH:12]=2)[N:7]([C:17]2[CH:21]=[CH:20][S:19][CH:18]=2)[N:6]=1)([CH3:4])[CH3:3]. (2) Given the reactants [Br:1][C:2]1[C:3]([CH3:19])=[C:4]([C:9]([C:11]2[CH:16]=[CH:15][C:14]([CH2:17][CH3:18])=[CH:13][CH:12]=2)=O)[CH:5]=[C:6]([I:8])[CH:7]=1.C([SiH](CC)CC)C.B(F)(F)F.[OH-].[K+].C(OC(C)C)(C)C, predict the reaction product. The product is: [Br:1][C:2]1[CH:7]=[C:6]([I:8])[CH:5]=[C:4]([CH2:9][C:11]2[CH:16]=[CH:15][C:14]([CH2:17][CH3:18])=[CH:13][CH:12]=2)[C:3]=1[CH3:19]. (3) Given the reactants [C:1]([NH:20][C:21]1[S:22][CH:23]=[C:24]([C:26]([OH:28])=[O:27])[N:25]=1)([C:14]1[CH:19]=[CH:18][CH:17]=[CH:16][CH:15]=1)([C:8]1[CH:13]=[CH:12][CH:11]=[CH:10][CH:9]=1)[C:2]1[CH:7]=[CH:6][CH:5]=[CH:4][CH:3]=1.[OH-].[K+].I[CH2:32][CH2:33][CH3:34].O, predict the reaction product. The product is: [CH2:32]([O:27][C:26]([C:24]1[N:25]=[C:21]([NH:20][C:1]([C:14]2[CH:19]=[CH:18][CH:17]=[CH:16][CH:15]=2)([C:8]2[CH:9]=[CH:10][CH:11]=[CH:12][CH:13]=2)[C:2]2[CH:7]=[CH:6][CH:5]=[CH:4][CH:3]=2)[S:22][CH:23]=1)=[O:28])[CH2:33][CH3:34]. (4) Given the reactants C(OC([N:8](COCC[Si](C)(C)C)[C:9]1[S:10][C@:11]2([C:25]([O:27][CH3:28])=[O:26])[C@H:13]([C@:14]([C:17]3[CH:22]=[CH:21][CH:20]=[C:19]([F:23])[C:18]=3[F:24])([CH3:16])[N:15]=1)[CH2:12]2)=O)(C)(C)C.S(=O)(=O)(O)O.[N+:42]([O-])([O-:44])=[O:43].[Na+].[O-]P([O-])([O-])=O.[K+].[K+].[K+].[OH-].[Na+], predict the reaction product. The product is: [NH2:8][C:9]1[S:10][C@:11]2([C:25]([O:27][CH3:28])=[O:26])[C@H:13]([C@:14]([C:17]3[CH:22]=[C:21]([N+:42]([O-:44])=[O:43])[CH:20]=[C:19]([F:23])[C:18]=3[F:24])([CH3:16])[N:15]=1)[CH2:12]2. (5) Given the reactants [N:1]1[CH:2]=[CH:3][N:4]2[CH:9]=[CH:8][N:7]=[CH:6][C:5]=12.C([O-])(=O)C.[Na+].[Br:15]Br, predict the reaction product. The product is: [Br:15][C:3]1[N:4]2[CH:9]=[CH:8][N:7]=[CH:6][C:5]2=[N:1][CH:2]=1. (6) Given the reactants [CH3:1][C:2]1[CH:7]=[CH:6][C:5]([C:8]2[CH:13]=[CH:12][C:11]([C:14]([OH:16])=[O:15])=[CH:10][CH:9]=2)=[CH:4][CH:3]=1.C(Cl)(=O)C(Cl)=O.O[C:24]1[CH:65]=[CH:64][C:27]([CH2:28][N:29]([CH2:56][C:57]([O:59]C(C)(C)C)=[O:58])[C:30](=[O:55])[C:31]2[CH:36]=[CH:35][C:34]([NH:37][C:38](=[O:52])[CH2:39][C:40]3[CH:45]=[CH:44][C:43]([O:46][CH3:47])=[CH:42][C:41]=3[C:48]([F:51])([F:50])[F:49])=[CH:33][C:32]=2[O:53][CH3:54])=[CH:26][CH:25]=1.C(O)(C(F)(F)F)=O, predict the reaction product. The product is: [CH3:54][O:53][C:32]1[CH:33]=[C:34]([NH:37][C:38](=[O:52])[CH2:39][C:40]2[CH:45]=[CH:44][C:43]([O:46][CH3:47])=[CH:42][C:41]=2[C:48]([F:50])([F:51])[F:49])[CH:35]=[CH:36][C:31]=1[C:30]([N:29]([CH2:56][C:57]([OH:59])=[O:58])[CH2:28][C:27]1[CH:64]=[CH:65][C:24]([O:15][C:14]([C:11]2[CH:12]=[CH:13][C:8]([C:5]3[CH:6]=[CH:7][C:2]([CH3:1])=[CH:3][CH:4]=3)=[CH:9][CH:10]=2)=[O:16])=[CH:25][CH:26]=1)=[O:55].